This data is from NCI-60 drug combinations with 297,098 pairs across 59 cell lines. The task is: Regression. Given two drug SMILES strings and cell line genomic features, predict the synergy score measuring deviation from expected non-interaction effect. Drug 1: B(C(CC(C)C)NC(=O)C(CC1=CC=CC=C1)NC(=O)C2=NC=CN=C2)(O)O. Drug 2: CC1C(C(CC(O1)OC2CC(CC3=C2C(=C4C(=C3O)C(=O)C5=CC=CC=C5C4=O)O)(C(=O)C)O)N)O. Cell line: HS 578T. Synergy scores: CSS=60.7, Synergy_ZIP=4.66, Synergy_Bliss=3.97, Synergy_Loewe=10.2, Synergy_HSA=10.8.